Dataset: Full USPTO retrosynthesis dataset with 1.9M reactions from patents (1976-2016). Task: Predict the reactants needed to synthesize the given product. (1) Given the product [Br:1][C:2]1[CH:3]=[CH:4][C:5]([O:16][CH2:17][CH2:18][CH2:19][CH2:20][CH2:21][CH3:22])=[C:6]([C:8]2[N:9]=[C:10]([NH2:15])[N:11]=[C:12]([NH:30][C:27]3[CH:28]=[CH:29][C:24]([Cl:23])=[CH:25][CH:26]=3)[CH:13]=2)[CH:7]=1, predict the reactants needed to synthesize it. The reactants are: [Br:1][C:2]1[CH:3]=[CH:4][C:5]([O:16][CH2:17][CH2:18][CH2:19][CH2:20][CH2:21][CH3:22])=[C:6]([C:8]2[CH:13]=[C:12](Cl)[N:11]=[C:10]([NH2:15])[N:9]=2)[CH:7]=1.[Cl:23][C:24]1[CH:29]=[CH:28][C:27]([NH2:30])=[CH:26][CH:25]=1. (2) Given the product [CH3:1][S:2][C:3]1[CH:8]=[CH:7][C:6]([CH2:9][CH2:10][CH2:11][OH:12])=[CH:5][CH:4]=1, predict the reactants needed to synthesize it. The reactants are: [CH3:1][S:2][C:3]1[CH:8]=[CH:7][C:6]([CH2:9][CH2:10][C:11](O)=[O:12])=[CH:5][CH:4]=1.O1CCCC1.B.O.Cl. (3) Given the product [CH:23]1([C:22]2[C:13]([O:12][CH2:11][CH:8]3[CH2:9][CH2:10][N:5]([CH2:4][C:3]4[CH:27]=[C:28]([F:31])[CH:29]=[CH:30][C:2]=4[NH:1][CH:39]([CH3:41])[CH3:38])[CH2:6][CH2:7]3)=[CH:14][C:15]([F:26])=[C:16]([CH:21]=2)[C:17]([O:19][CH3:20])=[O:18])[CH2:25][CH2:24]1, predict the reactants needed to synthesize it. The reactants are: [NH2:1][C:2]1[CH:30]=[CH:29][C:28]([F:31])=[CH:27][C:3]=1[CH2:4][N:5]1[CH2:10][CH2:9][CH:8]([CH2:11][O:12][C:13]2[C:22]([CH:23]3[CH2:25][CH2:24]3)=[CH:21][C:16]([C:17]([O:19][CH3:20])=[O:18])=[C:15]([F:26])[CH:14]=2)[CH2:7][CH2:6]1.CO.C([BH3-])#N.[Na+].[CH3:38][C:39]([CH3:41])=O. (4) Given the product [F:9][C:8]([F:11])([F:10])[C:5]1[CH:6]=[CH:7][C:2]([C:18]2[CH:17]=[CH:16][CH:15]=[C:14]([CH2:13][OH:12])[CH:19]=2)=[CH:3][CH:4]=1, predict the reactants needed to synthesize it. The reactants are: Br[C:2]1[CH:7]=[CH:6][C:5]([C:8]([F:11])([F:10])[F:9])=[CH:4][CH:3]=1.[OH:12][CH2:13][C:14]1[CH:15]=[C:16](B(O)O)[CH:17]=[CH:18][CH:19]=1. (5) Given the product [N:9]1[CH:14]=[CH:13][CH:12]=[C:11]([C:2]2[CH:7]=[CH:6][N:5]=[C:4]([NH2:8])[CH:3]=2)[CH:10]=1, predict the reactants needed to synthesize it. The reactants are: Br[C:2]1[CH:7]=[CH:6][N:5]=[C:4]([NH2:8])[CH:3]=1.[N:9]1[CH:14]=[CH:13][CH:12]=[C:11](B(O)O)[CH:10]=1.C1(P(C2CCCCC2)C2C=CC=CC=2C2C(OC)=CC=C(S([O-])(=O)=O)C=2OC)CCCCC1.[Na+].C([O-])([O-])=O.[K+].[K+].